This data is from Forward reaction prediction with 1.9M reactions from USPTO patents (1976-2016). The task is: Predict the product of the given reaction. (1) Given the reactants [Cl:1][C:2]1[C:3]([NH:17][CH:18]2[CH2:20][CH2:19]2)=[N:4][C:5]([NH:8][C:9]2[CH:10]=[C:11]([CH:15]=[O:16])[CH:12]=[CH:13][CH:14]=2)=[N:6][CH:7]=1.[CH2:21](O)[CH2:22][OH:23].Cl.C(=O)(O)[O-].[Na+], predict the reaction product. The product is: [Cl:1][C:2]1[C:3]([NH:17][CH:18]2[CH2:19][CH2:20]2)=[N:4][C:5]([NH:8][C:9]2[CH:14]=[CH:13][CH:12]=[C:11]([CH:15]3[O:23][CH2:22][CH2:21][O:16]3)[CH:10]=2)=[N:6][CH:7]=1. (2) Given the reactants [I:1]N1C(=O)CCC1=O.[N:9]1[CH:10]=[CH:11][N:12]2[C:17]=1[CH:16]=[C:15]([C:18]1[CH:19]=[C:20]([CH:25]=[CH:26][CH:27]=1)[C:21]([O:23][CH3:24])=[O:22])[CH:14]=[N:13]2, predict the reaction product. The product is: [I:1][C:11]1[N:12]2[N:13]=[CH:14][C:15]([C:18]3[CH:19]=[C:20]([CH:25]=[CH:26][CH:27]=3)[C:21]([O:23][CH3:24])=[O:22])=[CH:16][C:17]2=[N:9][CH:10]=1. (3) Given the reactants [ClH:1].[NH2:2][C:3]1[N:8]=[C:7]([C:9]2[CH:18]=[C:17]3[C:12]([CH2:13][CH2:14][N:15](C(OC(C)(C)C)=O)[CH2:16]3)=[CH:11][C:10]=2[CH3:26])[CH:6]=[C:5]([N:27]2[CH2:32][CH2:31][N:30]([CH3:33])[CH2:29][CH2:28]2)[N:4]=1, predict the reaction product. The product is: [ClH:1].[CH3:26][C:10]1[CH:11]=[C:12]2[C:17](=[CH:18][C:9]=1[C:7]1[CH:6]=[C:5]([N:27]3[CH2:32][CH2:31][N:30]([CH3:33])[CH2:29][CH2:28]3)[N:4]=[C:3]([NH2:2])[N:8]=1)[CH2:16][NH:15][CH2:14][CH2:13]2.[ClH:1]. (4) The product is: [O:24]1[CH2:25][CH2:26][O:27][CH:23]1[C:20]1[CH:21]=[CH:22][C:17]([C:9]2[S:10][C:3]3[C:4](=[N:5][CH:6]=[CH:7][C:2]=3[Cl:1])[CH:8]=2)=[N:18][CH:19]=1. Given the reactants [Cl:1][C:2]1[CH:7]=[CH:6][N:5]=[C:4]2[CH:8]=[CH:9][S:10][C:3]=12.[Li]CCCC.Br[C:17]1[CH:22]=[CH:21][C:20]([CH:23]2[O:27][CH2:26][CH2:25][O:24]2)=[CH:19][N:18]=1, predict the reaction product. (5) Given the reactants O[CH2:2][CH2:3][O:4][C:5]1[C:10]([C:11]2[CH:16]=[CH:15][C:14]([S:17]([CH3:19])=[O:18])=[CH:13][CH:12]=2)=[CH:9][C:8]([C:20]2[NH:29][C:28](=[O:30])[C:27]3[C:22](=[CH:23][C:24]([O:33][CH3:34])=[CH:25][C:26]=3[O:31][CH3:32])[N:21]=2)=[CH:7][CH:6]=1.[N:35]1[CH:40]=[CH:39]C=CC=1.[CH3:41]S(Cl)(=O)=O, predict the reaction product. The product is: [CH:40]([NH:35][CH2:2][CH2:3][O:4][C:5]1[C:10]([C:11]2[CH:12]=[CH:13][C:14]([S:17]([CH3:19])=[O:18])=[CH:15][CH:16]=2)=[CH:9][C:8]([C:20]2[NH:29][C:28](=[O:30])[C:27]3[C:22](=[CH:23][C:24]([O:33][CH3:34])=[CH:25][C:26]=3[O:31][CH3:32])[N:21]=2)=[CH:7][CH:6]=1)([CH3:39])[CH3:41]. (6) Given the reactants [OH-].[Na+].[CH3:3][C:4]1[N:5]([C:20]2[CH:25]=[CH:24][CH:23]=[CH:22][CH:21]=2)[C:6]([C:14]2[CH:19]=[CH:18][CH:17]=[CH:16][CH:15]=2)=[CH:7][C:8]=1[C:9]([O:11]CC)=[O:10], predict the reaction product. The product is: [CH3:3][C:4]1[N:5]([C:20]2[CH:25]=[CH:24][CH:23]=[CH:22][CH:21]=2)[C:6]([C:14]2[CH:19]=[CH:18][CH:17]=[CH:16][CH:15]=2)=[CH:7][C:8]=1[C:9]([OH:11])=[O:10]. (7) The product is: [CH2:19]([N:3]1[C:4]2[CH:10]=[CH:9][CH:8]=[CH:7][C:5]=2[N:6]=[C:2]1[Cl:1])[CH:18]=[CH2:17]. Given the reactants [Cl:1][C:2]1[NH:3][C:4]2[CH:10]=[CH:9][CH:8]=[CH:7][C:5]=2[N:6]=1.C(=O)([O-])[O-].[K+].[K+].[CH2:17](Br)[CH:18]=[CH2:19], predict the reaction product. (8) The product is: [CH3:23][O:22][N:21]([CH3:20])[C:15]([C:5]1[C:4](=[O:18])[C:3]([O:2][CH3:1])=[CH:8][N:7]([C:9]2[CH:10]=[CH:11][CH:12]=[CH:13][CH:14]=2)[N:6]=1)=[O:17]. Given the reactants [CH3:1][O:2][C:3]1[C:4](=[O:18])[C:5]([C:15]([OH:17])=O)=[N:6][N:7]([C:9]2[CH:14]=[CH:13][CH:12]=[CH:11][CH:10]=2)[CH:8]=1.Cl.[CH3:20][NH:21][O:22][CH3:23].ON1C2C=CC=CC=2N=N1.C(N(CC)CC)C, predict the reaction product. (9) Given the reactants [Na:1].C(O[C:5](=O)[CH2:6][C:7](=[O:14])[C:8]1[CH:13]=[CH:12][CH:11]=[CH:10][CH:9]=1)C.[CH2:16](Br)[CH:17]=C.[OH-].[K+], predict the reaction product. The product is: [Na:1].[C:8]1([C:7]([CH2:6][CH2:5][CH:16]=[CH2:17])=[O:14])[CH:9]=[CH:10][CH:11]=[CH:12][CH:13]=1.